From a dataset of CYP2C9 inhibition data for predicting drug metabolism from PubChem BioAssay. Regression/Classification. Given a drug SMILES string, predict its absorption, distribution, metabolism, or excretion properties. Task type varies by dataset: regression for continuous measurements (e.g., permeability, clearance, half-life) or binary classification for categorical outcomes (e.g., BBB penetration, CYP inhibition). Dataset: cyp2c9_veith. The molecule is Cc1ncn(-c2ccccc2O)c1C. The result is 0 (non-inhibitor).